This data is from Forward reaction prediction with 1.9M reactions from USPTO patents (1976-2016). The task is: Predict the product of the given reaction. (1) The product is: [CH3:10][C:1]1[CH:6]=[CH:5][CH:4]=[CH:3][C:2]=1[C:7]([Cl:14])=[O:8]. Given the reactants [C:1]1([CH3:10])[C:2]([C:7](O)=[O:8])=[CH:3][CH:4]=[CH:5][CH:6]=1.C(Cl)(=O)C([Cl:14])=O, predict the reaction product. (2) Given the reactants [OH:1][CH2:2][CH2:3][CH2:4][N:5]1[C:13](=[O:14])[CH:12]2[CH:7](C3OC2C=C3)[C:6]1=[O:16], predict the reaction product. The product is: [OH:1][CH2:2][CH2:3][CH2:4][N:5]1[C:6](=[O:16])[CH:7]=[CH:12][C:13]1=[O:14]. (3) Given the reactants O=P(Cl)(Cl)[Cl:3].[CH3:6][C:7]1[C:8]([C:14]([O:16][CH3:17])=[O:15])=[N+:9]([O-])[CH:10]=[CH:11][CH:12]=1, predict the reaction product. The product is: [Cl:3][C:10]1[N:9]=[C:8]([C:14]([O:16][CH3:17])=[O:15])[C:7]([CH3:6])=[CH:12][CH:11]=1. (4) The product is: [Br:1][C:2]1[CH:7]=[CH:6][C:5]([CH2:8][CH2:9][CH2:10][C:11]2[N:15]([CH2:16][CH3:17])[C:14](=[O:18])[N:13]([CH2:33][C:32]3[CH:35]=[CH:36][C:29]([C:25]([CH3:28])([CH3:27])[CH3:26])=[CH:30][CH:31]=3)[N:12]=2)=[CH:4][CH:3]=1. Given the reactants [Br:1][C:2]1[CH:7]=[CH:6][C:5]([CH2:8][CH2:9][CH2:10][C:11]2[N:15]([CH2:16][CH3:17])[C:14](=[O:18])[NH:13][N:12]=2)=[CH:4][CH:3]=1.C(=O)([O-])[O-].[K+].[K+].[C:25]([C:29]1[CH:36]=[CH:35][C:32]([CH2:33]Br)=[CH:31][CH:30]=1)([CH3:28])([CH3:27])[CH3:26], predict the reaction product. (5) Given the reactants [CH3:1][C:2]1[CH:7]=[CH:6][C:5]([C:8]2[O:9][C:10]([CH3:13])=[N:11][N:12]=2)=[CH:4][C:3]=1[C:14]1[CH:19]=[CH:18][C:17]([C:20](O)=[O:21])=[CH:16][CH:15]=1.C1C=CC2N(O)N=NC=2C=1.Cl.CN(C)CCCN=C=NCC.[CH3:45][CH:46]([NH2:52])[CH2:47][CH:48]([CH3:51])[CH2:49][CH3:50], predict the reaction product. The product is: [CH3:45][CH:46]([NH:52][C:20]([C:17]1[CH:18]=[CH:19][C:14]([C:3]2[CH:4]=[C:5]([C:8]3[O:9][C:10]([CH3:13])=[N:11][N:12]=3)[CH:6]=[CH:7][C:2]=2[CH3:1])=[CH:15][CH:16]=1)=[O:21])[CH2:47][CH:48]([CH3:51])[CH2:49][CH3:50]. (6) The product is: [CH3:27][N:28]1[C@H:10]([CH2:11][CH2:12][C:13]2[S:14][CH:15]=[CH:16][CH:17]=2)[CH2:9][O:19][C:29]1=[O:30]. Given the reactants C(OC(N[CH:9]([OH:19])[C@H:10](C)[CH2:11][CH2:12][C:13]1[S:14][CH:15]=[CH:16][CH:17]=1)=O)(C)(C)C.CC(C)([O-])C.[K+].O.[CH3:27][N:28](C)[CH:29]=[O:30], predict the reaction product.